Dataset: Full USPTO retrosynthesis dataset with 1.9M reactions from patents (1976-2016). Task: Predict the reactants needed to synthesize the given product. (1) Given the product [Br:1][C:2]1[CH:9]=[C:8]([O:10][CH2:18][CH2:19][F:20])[CH:7]=[CH:6][C:3]=1[C:4]#[N:5], predict the reactants needed to synthesize it. The reactants are: [Br:1][C:2]1[CH:9]=[C:8]([OH:10])[CH:7]=[CH:6][C:3]=1[C:4]#[N:5].C([O-])([O-])=O.[Cs+].[Cs+].I[CH2:18][CH2:19][F:20]. (2) Given the product [Br:1][C:2]1[CH:3]=[CH:4][C:5](/[CH:8]=[CH:9]/[CH2:10][OH:11])=[CH:6][CH:7]=1, predict the reactants needed to synthesize it. The reactants are: [Br:1][C:2]1[CH:7]=[CH:6][C:5](/[CH:8]=[CH:9]/[C:10](OCC)=[O:11])=[CH:4][CH:3]=1.CC(C[AlH]CC(C)C)C. (3) Given the product [CH2:13]([O:15][CH2:16][CH2:17][O:18][C:19]1[N:24]=[C:23]([N:25]([C:4]([N+:5]([O-:7])=[O:6])=[CH:3][NH:8][S:9]([CH3:12])(=[O:11])=[O:10])[NH2:26])[CH:22]=[C:21]([C:27]([F:30])([F:28])[F:29])[CH:20]=1)[CH3:14], predict the reactants needed to synthesize it. The reactants are: CS[C:3]([NH:8][S:9]([CH3:12])(=[O:11])=[O:10])=[CH:4][N+:5]([O-:7])=[O:6].[CH2:13]([O:15][CH2:16][CH2:17][O:18][C:19]1[N:24]=[C:23]([NH:25][NH2:26])[CH:22]=[C:21]([C:27]([F:30])([F:29])[F:28])[CH:20]=1)[CH3:14]. (4) Given the product [C:11]([O:10][C:8](=[O:9])[CH:7]([C:15]1[CH:20]=[C:19]([C:21]([O:23][CH3:24])=[O:22])[C:18]([F:25])=[CH:17][C:16]=1[NH:26][CH:41]1[CH2:42][CH2:43][N:38]([C:36]([O:35][CH2:28][C:29]2[CH:30]=[CH:31][CH:32]=[CH:33][CH:34]=2)=[O:37])[CH2:39][CH2:40]1)[C:6]([O:5][C:1]([CH3:2])([CH3:3])[CH3:4])=[O:27])([CH3:14])([CH3:13])[CH3:12], predict the reactants needed to synthesize it. The reactants are: [C:1]([O:5][C:6](=[O:27])[CH:7]([C:15]1[CH:20]=[C:19]([C:21]([O:23][CH3:24])=[O:22])[C:18]([F:25])=[CH:17][C:16]=1[NH2:26])[C:8]([O:10][C:11]([CH3:14])([CH3:13])[CH3:12])=[O:9])([CH3:4])([CH3:3])[CH3:2].[CH2:28]([O:35][C:36]([N:38]1[CH2:43][CH2:42][C:41](=O)[CH2:40][CH2:39]1)=[O:37])[C:29]1[CH:34]=[CH:33][CH:32]=[CH:31][CH:30]=1.C(O)(=O)C.C(O[BH-](OC(=O)C)OC(=O)C)(=O)C.[Na+]. (5) Given the product [OH:15][C@@H:14]([C@H:16]([CH3:1])[C:17]([O:19][CH3:20])=[O:18])[C:13]([O:22][CH3:23])=[O:21], predict the reactants needed to synthesize it. The reactants are: [CH:1](NC(C)C)(C)C.C([Li])CCC.[C:13]([O:22][CH3:23])(=[O:21])[C@H:14]([CH2:16][C:17]([O:19][CH3:20])=[O:18])[OH:15].CI. (6) Given the product [SH:23][CH2:2][CH2:3][CH2:4][CH2:5][CH2:6][CH2:7][CH2:8][CH2:9][CH2:10][CH2:11][CH:12]([C:18]([OH:20])=[O:19])[C:13]([OH:15])=[O:14], predict the reactants needed to synthesize it. The reactants are: Br[CH2:2][CH2:3][CH2:4][CH2:5][CH2:6][CH2:7][CH2:8][CH2:9][CH2:10][CH2:11][CH:12]([C:18]([O-:20])=[O:19])[C:13]([O:15]CC)=[O:14].NC(N)=[S:23].[OH-].[Na+].Cl. (7) Given the product [C:16]([NH:19][C:2]1[C:7]([C:8]([O:10][CH2:11][CH3:12])=[O:9])=[CH:6][N:5]=[C:4]([S:13][CH3:14])[N:3]=1)([CH3:18])([CH3:17])[CH3:15], predict the reactants needed to synthesize it. The reactants are: Cl[C:2]1[C:7]([C:8]([O:10][CH2:11][CH3:12])=[O:9])=[CH:6][N:5]=[C:4]([S:13][CH3:14])[N:3]=1.[CH3:15][C:16]([NH2:19])([CH3:18])[CH3:17].CCN(C(C)C)C(C)C.